Dataset: Reaction yield outcomes from USPTO patents with 853,638 reactions. Task: Predict the reaction yield, written as a fraction of the theoretical maximum amount of product (1.0 means a 100% yield; for example, 0.34 means a 34% yield). (1) The reactants are [Br:1][C:2]1[CH:10]=[CH:9][C:5]([C:6]([OH:8])=[O:7])=[C:4]([Cl:11])[CH:3]=1.C(OC(O[C:15]([CH3:18])([CH3:17])[CH3:16])=O)(O[C:15]([CH3:18])([CH3:17])[CH3:16])=O. The catalyst is C1COCC1.CN(C1C=CN=CC=1)C.CCOC(C)=O. The product is [Br:1][C:2]1[CH:10]=[CH:9][C:5]([C:6]([O:8][C:15]([CH3:18])([CH3:17])[CH3:16])=[O:7])=[C:4]([Cl:11])[CH:3]=1. The yield is 0.510. (2) The reactants are [N:1]1[C:10]2[CH:9]([N:11]([CH2:17][C:18]3[N:22]([CH2:23][O:24][CH2:25][CH2:26][Si:27]([CH3:30])([CH3:29])[CH3:28])[C:21]4[CH:31]=[CH:32][CH:33]=[CH:34][C:20]=4[N:19]=3)[CH2:12][CH2:13][CH2:14][C:15]#[N:16])[CH2:8][CH2:7][CH2:6][C:5]=2[CH:4]=[CH:3][CH:2]=1. The catalyst is N.[Ni].CO. The product is [N:1]1[C:10]2[CH:9]([N:11]([CH2:17][C:18]3[N:22]([CH2:23][O:24][CH2:25][CH2:26][Si:27]([CH3:29])([CH3:28])[CH3:30])[C:21]4[CH:31]=[CH:32][CH:33]=[CH:34][C:20]=4[N:19]=3)[CH2:12][CH2:13][CH2:14][CH2:15][NH2:16])[CH2:8][CH2:7][CH2:6][C:5]=2[CH:4]=[CH:3][CH:2]=1. The yield is 0.660. (3) No catalyst specified. The product is [CH:33]1([CH2:32][O:31][NH:30][C:29]([C:16]2[C:17]([NH:20][C:21]3[CH:26]=[CH:25][C:24]([Br:27])=[CH:23][C:22]=3[Cl:28])=[C:18]([Cl:19])[C:13]3[N:14]([C:10]([CH2:9][NH:7][CH3:6])=[CH:11][N:12]=3)[CH:15]=2)=[O:36])[CH2:35][CH2:34]1. The yield is 0.830. The reactants are C(O[C:6](=O)[N:7]([CH2:9][C:10]1[N:14]2[CH:15]=[C:16]([C:29](=[O:36])[NH:30][O:31][CH2:32][CH:33]3[CH2:35][CH2:34]3)[C:17]([NH:20][C:21]3[CH:26]=[CH:25][C:24]([Br:27])=[CH:23][C:22]=3[Cl:28])=[C:18]([Cl:19])[C:13]2=[N:12][CH:11]=1)C)(C)(C)C.ClCCl.FC(F)(F)C(O)=O.